Predict which catalyst facilitates the given reaction. From a dataset of Catalyst prediction with 721,799 reactions and 888 catalyst types from USPTO. (1) Reactant: [CH3:1][C:2]1([CH3:16])[C:6]([CH3:8])([CH3:7])[O:5][B:4]([C:9]2[CH:10]=[C:11]([OH:15])[CH:12]=[CH:13][CH:14]=2)[O:3]1.[H-].[Na+].Cl[CH2:20][C:21]1[CH:26]=[CH:25][N:24]=[CH:23][CH:22]=1. Product: [CH3:8][C:6]1([CH3:7])[C:2]([CH3:16])([CH3:1])[O:3][B:4]([C:9]2[CH:10]=[C:11]([CH:12]=[CH:13][CH:14]=2)[O:15][CH2:20][C:21]2[CH:26]=[CH:25][N:24]=[CH:23][CH:22]=2)[O:5]1. The catalyst class is: 3. (2) Reactant: [CH2:1]([C:3]1[N:4]=[C:5]([C:8]2[CH:13]=[CH:12][C:11]([OH:14])=[C:10]([CH2:15][CH2:16][CH3:17])[CH:9]=2)[S:6][CH:7]=1)[CH3:2].O.[Br:19][CH2:20][CH2:21]Br. Product: [Br:19][CH2:20][CH2:21][O:14][C:11]1[CH:12]=[CH:13][C:8]([C:5]2[S:6][CH:7]=[C:3]([CH2:1][CH3:2])[N:4]=2)=[CH:9][C:10]=1[CH2:15][CH2:16][CH3:17]. The catalyst class is: 3.